This data is from Peptide-MHC class I binding affinity with 185,985 pairs from IEDB/IMGT. The task is: Regression. Given a peptide amino acid sequence and an MHC pseudo amino acid sequence, predict their binding affinity value. This is MHC class I binding data. (1) The peptide sequence is ILWGYGFLQ. The MHC is HLA-B07:02 with pseudo-sequence HLA-B07:02. The binding affinity (normalized) is 0.0847. (2) The peptide sequence is ISDYDYYRY. The MHC is HLA-A26:01 with pseudo-sequence HLA-A26:01. The binding affinity (normalized) is 0. (3) The peptide sequence is TLFCASDAK. The MHC is HLA-A11:01 with pseudo-sequence HLA-A11:01. The binding affinity (normalized) is 0.776. (4) The peptide sequence is RRYDKLMSF. The MHC is HLA-C06:02 with pseudo-sequence HLA-C06:02. The binding affinity (normalized) is 0.778. (5) The peptide sequence is YFTEVYYQL. The MHC is Patr-A0901 with pseudo-sequence Patr-A0901. The binding affinity (normalized) is 0.483. (6) The peptide sequence is FLGMESCGI. The MHC is HLA-A02:06 with pseudo-sequence HLA-A02:06. The binding affinity (normalized) is 0.746. (7) The peptide sequence is VQLPQYFTF. The MHC is HLA-A02:16 with pseudo-sequence HLA-A02:16. The binding affinity (normalized) is 0.0847. (8) The peptide sequence is WSRIGTAATK. The MHC is HLA-A31:01 with pseudo-sequence HLA-A31:01. The binding affinity (normalized) is 0.0508. (9) The peptide sequence is STFAASGPF. The MHC is HLA-B39:01 with pseudo-sequence HLA-B39:01. The binding affinity (normalized) is 0.0847. (10) The peptide sequence is VPRIRKLVA. The MHC is HLA-B07:02 with pseudo-sequence HLA-B07:02. The binding affinity (normalized) is 0.209.